This data is from Peptide-MHC class I binding affinity with 185,985 pairs from IEDB/IMGT. The task is: Regression. Given a peptide amino acid sequence and an MHC pseudo amino acid sequence, predict their binding affinity value. This is MHC class I binding data. (1) The peptide sequence is EITGPIIMI. The MHC is HLA-A31:01 with pseudo-sequence HLA-A31:01. The binding affinity (normalized) is 0.0847. (2) The peptide sequence is IYQEPFKNLK. The MHC is HLA-A30:01 with pseudo-sequence HLA-A30:01. The binding affinity (normalized) is 0.212.